From a dataset of Full USPTO retrosynthesis dataset with 1.9M reactions from patents (1976-2016). Predict the reactants needed to synthesize the given product. Given the product [CH2:1]([O:13][CH2:12]/[CH:11]=[CH:10]\[CH2:9][OH:14])[C:2]1[CH:7]=[CH:6][CH:5]=[CH:4][CH:3]=1, predict the reactants needed to synthesize it. The reactants are: [CH2:1](Br)[C:2]1[CH:7]=[CH:6][CH:5]=[CH:4][CH:3]=1.[CH2:9]([OH:14])[CH:10]=[CH:11][CH2:12][OH:13].[H-].[Na+].